Task: Predict the product of the given reaction.. Dataset: Forward reaction prediction with 1.9M reactions from USPTO patents (1976-2016) (1) The product is: [CH3:47][O:48][C:49](=[O:57])[C:50]1[CH:55]=[CH:54][C:53]([C:25]2[CH:30]=[CH:29][C:28]([CH:31]([CH3:45])[C:32]([OH:37])([C:38]3[CH:43]=[CH:42][N:41]=[C:40]([CH3:44])[CH:39]=3)[C:33]([F:36])([F:35])[F:34])=[C:27]([Cl:46])[CH:26]=2)=[N:52][CH:51]=1. Given the reactants B1(B2OC(C)(C)C(C)(C)O2)OC(C)(C)C(C)(C)O1.C([O-])(=O)C.[K+].Br[C:25]1[CH:30]=[CH:29][C:28]([CH:31]([CH3:45])[C:32]([C:38]2[CH:43]=[CH:42][N:41]=[C:40]([CH3:44])[CH:39]=2)([OH:37])[C:33]([F:36])([F:35])[F:34])=[C:27]([Cl:46])[CH:26]=1.[CH3:47][O:48][C:49](=[O:57])[C:50]1[CH:55]=[CH:54][C:53](Cl)=[N:52][CH:51]=1.C([O-])([O-])=O.[Cs+].[Cs+], predict the reaction product. (2) Given the reactants [Cl:1][C:2]1[CH:3]=[C:4]([NH:8][C:9]2[N:14]=[CH:13][C:12]([CH:15]=O)=[C:11]([CH:17]3[CH2:19][CH2:18]3)[CH:10]=2)[CH:5]=[CH:6][CH:7]=1.[CH2:20]([NH2:23])[CH2:21][CH3:22].[ClH:24], predict the reaction product. The product is: [Cl:1][C:2]1[CH:3]=[C:4]([NH:8][C:9]2[CH:10]=[C:11]([CH:17]3[CH2:19][CH2:18]3)[C:12]([CH2:15][NH:23][CH2:20][CH2:21][CH3:22])=[CH:13][N:14]=2)[CH:5]=[CH:6][CH:7]=1.[ClH:24].[ClH:1].[Cl:1][C:2]1[CH:3]=[C:4]([NH:8][C:9]2[CH:10]=[C:11]([CH:17]3[CH2:19][CH2:18]3)[C:12]([CH2:15][NH:23][CH2:20][CH2:21][CH3:22])=[CH:13][N:14]=2)[CH:5]=[CH:6][CH:7]=1. (3) Given the reactants [C:1]([C:3]1[C:11]2[C:6](=[CH:7][C:8]([CH:12]3CC3)=[CH:9][CH:10]=2)[N:5]([CH:15]2[CH2:18][CH2:17][CH2:16]2)[C:4]=1B(O)O)#[N:2].[C:22]([NH:26][S:27]([C:30]1[CH:31]=[N:32][C:33](Cl)=[CH:34][CH:35]=1)(=[O:29])=[O:28])([CH3:25])([CH3:24])[CH3:23].F[B-](F)(F)F.[C:42]([PH+](C(C)(C)C)C(C)(C)C)(C)(C)C.[F-:55].[K+], predict the reaction product. The product is: [C:22]([NH:26][S:27]([C:30]1[CH:31]=[N:32][C:33]([C:4]2[N:5]([CH:15]3[CH2:18][CH2:17][CH2:16][CH2:42]3)[C:6]3[C:11]([C:3]=2[C:1]#[N:2])=[CH:10][C:9]([F:55])=[C:8]([CH3:12])[CH:7]=3)=[CH:34][CH:35]=1)(=[O:29])=[O:28])([CH3:25])([CH3:24])[CH3:23]. (4) Given the reactants [CH2:1]([C:3]1[C:8](C=O)=[CH:7][CH:6]=[CH:5][C:4]=1[C:11]1[S:15][C:14]([C:16]2[CH:17]=[CH:18][C:19]([O:24][CH:25]([CH3:27])[CH3:26])=[C:20]([CH:23]=2)[C:21]#[N:22])=[N:13][CH:12]=1)[CH3:2].[C:28](O)(=O)C.C([O-])(=O)C.[Na+].Cl.[CH3:38][NH:39][CH2:40][C:41]([O:43][CH3:44])=[O:42], predict the reaction product. The product is: [C:21]([C:20]1[CH:23]=[C:16]([C:14]2[S:15][C:11]([C:4]3[C:3]([CH2:1][CH3:2])=[C:8]([CH2:38][N:39]([CH3:28])[CH2:40][C:41]([O:43][CH3:44])=[O:42])[CH:7]=[CH:6][CH:5]=3)=[CH:12][N:13]=2)[CH:17]=[CH:18][C:19]=1[O:24][CH:25]([CH3:27])[CH3:26])#[N:22]. (5) The product is: [F:1][C:2]1[C:3]([N+:15]([O-:17])=[O:16])=[C:4]([C:9]2[N:10]=[CH:11][CH:12]=[CH:13][N:14]=2)[CH:5]=[C:6]([F:8])[CH:7]=1. Given the reactants [F:1][C:2]1[CH:3]=[C:4]([C:9]2[N:14]=[CH:13][CH:12]=[CH:11][N:10]=2)[CH:5]=[C:6]([F:8])[CH:7]=1.[N+:15]([O-])([OH:17])=[O:16], predict the reaction product. (6) Given the reactants Br[CH2:2][C:3]([O:5][CH3:6])=[O:4].[CH3:7][NH:8][CH2:9][C:10]1[CH:15]=[CH:14][CH:13]=[CH:12][CH:11]=1.CCN(C(C)C)C(C)C, predict the reaction product. The product is: [CH3:6][O:5][C:3](=[O:4])[CH2:2][N:8]([CH2:9][C:10]1[CH:15]=[CH:14][CH:13]=[CH:12][CH:11]=1)[CH3:7]. (7) Given the reactants Br[CH:2]([CH2:11][CH2:12][CH2:13][CH3:14])[CH2:3][CH2:4][CH2:5][CH2:6][C:7]([O:9]C)=[O:8].N1C2C(=CC=CC=2)C=CC=1.C(OC)(=O)CCCC=CCCCC.C(OC)(=O)CCCCC=CCCC.C(O)(=O)CCCCC=CCCC, predict the reaction product. The product is: [C:7]([OH:9])(=[O:8])[CH2:6][CH2:5][CH2:4][CH:3]=[CH:2][CH2:11][CH2:12][CH2:13][CH3:14].